Task: Regression/Classification. Given a drug SMILES string, predict its absorption, distribution, metabolism, or excretion properties. Task type varies by dataset: regression for continuous measurements (e.g., permeability, clearance, half-life) or binary classification for categorical outcomes (e.g., BBB penetration, CYP inhibition). For this dataset (clearance_microsome_az), we predict log10(clearance) (log10 of the in vitro intrinsic clearance, CLint, in uL/min per mg of human liver microsomal protein, equivalently mL/min/g; values are censored to the assay range of 3 to 150, which is 0.477 to 2.18 on this log10 scale).. Dataset: Microsomal clearance measurements from AstraZeneca (1) The log10(clearance) is 0.880. The drug is CCC(CC)NC(=O)c1c(C)nn(C(C)C)c1NS(=O)(=O)c1ccc(C)cc1. (2) The log10(clearance) is 1.04. The compound is Cc1ccc(S(=O)(=O)Nc2c(C(=O)N[C@@H](C)C(C)(C)C)c(C)nn2C2CCC2)cc1. (3) The molecule is COc1ccc(N(C(=O)c2ccco2)C(C(=O)NC2CCCC2)c2ccccc2F)c(OC)c1. The log10(clearance) is 2.18. (4) The compound is CC(=O)Nc1cccc2c1c(S(=O)(=O)c1ccc(Cl)cc1)c(C)n2CC(=O)O. The log10(clearance) is 0.480.